This data is from Experimentally validated miRNA-target interactions with 360,000+ pairs, plus equal number of negative samples. The task is: Binary Classification. Given a miRNA mature sequence and a target amino acid sequence, predict their likelihood of interaction. (1) The miRNA is mmu-miR-297b-5p with sequence AUGUAUGUGUGCAUGAACAUGU. The protein sequence of the target gene is MALTVDVAGPAPWGFRITGGRDFHTPIMVTKVAERGKAKDADLRPGDIIVAINGESAEGMLHAEAQSKIRQSPSPLRLQLDRSQATSPGQTNGDSSLEVLATRFQGSVRTYTESQSSLRSSYSSPTSLSPRAGSPFSPPPSSSSLTGEAAISRSFQSLACSPGLPAADRLSYSGRPGSRQAGLGRAGDSAVLVLPPSPGPRSSRPSMDSEGGSLLLDEDSEVFKMLQENREGRAAPRQSSSFRLLQEALEAEERGGTPAFLPSSLSPQSSLPASRALATPPKLHTCEKCSTSIANQAVRI.... Result: 0 (no interaction). (2) The miRNA is mmu-miR-1960 with sequence CCAGUGCUGUUAGAAGAGGGCU. The protein sequence of the target gene is MYDADEDMQYDEDDDEITPDLWQEACWIVISSYFDEKGLVRQQLDSFDEFIQMSVQRIVEDAPPIDLQAEAQHASGEVEEPPRYLLKFEQIYLSKPTHWERDGAPSPMMPNEARLRNLTYSAPLYVDITKTVIKEGEEQLQTQHQKTFIGKIPIMLRSTYCLLNGLTDRDLCELNECPLDPGGYFIINGSEKVLIAQEKMATNTVYVFAKKDSKYAYTGECRSCLENSSRPTSTIWVSMLARGGQGAKKSAIGQRIVATLPYIKQEVPIIIVFRALGFVSDRDILEHIIYDFEDPEMMEM.... Result: 0 (no interaction). (3) The miRNA is hsa-miR-6516-5p with sequence UUUGCAGUAACAGGUGUGAGCA. The protein sequence of the target gene is MDQSRVLLWVKAEPFIVGALQVPPPSKFSLHYLRKISTYVQIRATEGAYPRLYWSTWRHIACGKLQLAKDLAWLYFEIFDSLSMKTPEERLEWSEVLSNCMSEEEVEKQRNQLSVDTLQFLLFLYIQQLNKVSLRTSLIGEEWPSPRNKSQSPDLTEKSNCHNKNWNDYSHQAFVYDHLSDLLELLLDPKQLTASFHSTHSSLVSREAVVALSFLIEGTISRARKIYPLHELALWQPLHADSGFSKISKTFSFYKLETWLRSCLTGNPFGTSACLKSGKKLAWAHQVEGTTKRAKIACNT.... Result: 1 (interaction). (4) The miRNA is hsa-miR-501-3p with sequence AAUGCACCCGGGCAAGGAUUCU. The protein sequence of the target gene is MPTMRRTVSEIRSRAEGYEKTDDVSEKTSLADQEEVRTIFINQPQLTKFCNNHVSTAKYNIITFLPRFLYSQFRRAANSFFLFIALLQQIPDVSPTGRYTTLVPLLFILAVAAIKEIIEDIKRHKADNAVNKKQTQVLRNGAWEIVHWEKVAVGEIVKVTNGEHLPADLISLSSSEPQAMCYIETSNLDGETNLKIRQGLPATSDIKDVDSLMRISGRIECESPNRHLYDFVGNIRLDGHGTVPLGADQILLRGAQLRNTQWVHGIVVYTGHDTKLMQNSTSPPLKLSNVERITNVQILI.... Result: 0 (no interaction). (5) The miRNA is hsa-miR-4729 with sequence UCAUUUAUCUGUUGGGAAGCUA. The protein sequence of the target gene is MATSSSAFDDELPMEEGMPELLDDEDVPSTLPSLLEQNLDTAPKGDEFKLVKRKRKSGNAIDVVMEDVSQVDEDATADTADDSTGPKSSKRTKGVKGESRVVPVPKHRYTPLKDNWVNIFTPIVKNLGLQVRFNLKKRQVEIRNPVDREDTTDLQKATDFVRAFILGFEVNDAIALIRLDHLFLETFEVADVKHSLKGDHVSRAIGRIAGKDGRTKLVIENTTKTRIVVANTKIHILGAYQNLKLARNAVCSLILGSNPSKVYGSLRNMASRGAERL. Result: 0 (no interaction). (6) The miRNA is hsa-miR-485-5p with sequence AGAGGCUGGCCGUGAUGAAUUC. The protein sequence of the target gene is MAAFAVEPQGPALGSEPMMLGSPTSPKPGVNAQFLPGFLMGDLPAPVTPQPRSISGPSVGVMEMRSPLLAGGSPPQPVVPAHKDKSGAPPVRSIYDDISSPGLGSTPLTSRRQPNISVMQSPLVGVTSTPGTGQSMFSPASIGQPRKTTLSPAQLDPFYTQGDSLTSEDHLDDSWVTVFGFPQASASYILLQFAQYGNILKHVMSNTGNWMHIRYQSKLQARKALSKDGRIFGESIMIGVKPCIDKSVMESSDRCALSSPSLAFTPPIKTLGTPTQPGSTPRISTMRPLATAYKASTSDY.... Result: 1 (interaction). (7) The miRNA is mmu-miR-344c-3p with sequence UGAUCUAGUCAAAGCCUGACAGU. The protein sequence of the target gene is MVIQKEKKSCGQVVEEWKEFVWNPRTHQFMGRTGTSWAFILLFYLVFYGFLTAMFTLTMWVMLQTVSDHTPKYQDRLATPGLMIRPKTENLDVIVNVSDTESWDQHVQKLNKFLEPYNDSIQAQKNDVCRPGRYYEQPDNGVLNYPKRACQFNRTQLGNCSGIGDSTHYGYSTGQPCVFIKMNRVINFYAGANQSMNVTCAGKRDEDAENLGNFVMFPANGNIDLMYFPYYGKKFHVNYTQPLVAVKFLNVTPNVEVNVECRINAANIATDDERDKFAGRVAFKLRINKT. Result: 0 (no interaction). (8) The miRNA is hsa-miR-582-3p with sequence UAACUGGUUGAACAACUGAACC. The protein sequence of the target gene is MAEQLSPGKAVDQVCTFLFKKPGRKGAAGRRKRPACDPEPGESGSSSDEGCTVVRPEKKRVTHNPMIQKTRDSGKQKAAYGDLSSEEEEENEPESLGVVYKSTRSAKPVGPEDMGATAVYELDTEKERDAQAIFERSQKIQEELRGKEDDKIYRGINNYQKYMKPKDTSMGNASSGMVRKGPIRAPEHLRATVRWDYQPDICKDYKETGFCGFGDSCKFLHDRSDYKHGWQIERELDEGRYGVYEDENYEVGSDDEEIPFKCFICRQSFQNPVVTKCRHYFCESCALQHFRTTPRCYVCD.... Result: 0 (no interaction). (9) The miRNA is mmu-miR-1933-5p with sequence AGUCAUGGUGUUCGGUCUUAGUUU. The protein sequence of the target gene is MKHLVAAWLLVGLSLGVPQFGKGDICNPNPCENGGICLSGLADDSFSCECPEGFAGPNCSSVVEVASDEEKPTSAGPCIPNPCHNGGTCEISEAYRGDTFIGYVCKCPRGFNGIHCQHNINECEAEPCRNGGICTDLVANYSCECPGEFMGRNCQYKCSGPLGIEGGIISNQQITASSTHRALFGLQKWYPYYARLNKKGLINAWTAAENDRWPWIQINLQRKMRVTGVITQGAKRIGSPEYIKSYKIAYSNDGKTWAMYKVKGTNEEMVFRGNVDNNTPYANSFTPPIKAQYVRLYPQI.... Result: 0 (no interaction). (10) The miRNA is mmu-miR-574-5p with sequence UGAGUGUGUGUGUGUGAGUGUGU. The protein sequence of the target gene is MSTLLENIFAIINLFKQYSKKDKNTDTLSKKELKELLEKEFRQILKNPDDPDMVDVFMDHLDIDHNKKIDFTEFLLMVFKLAQAYYESTRKENLPISGHKHRKHSHHDKHEDNKQEENKENRKRPSSLERRNNRKGNKGRSKSPRETGGKRHESSSEKKERKGYSPTHREEEYGKNHHNSSKKEKNKTENTRLGDNRKRLSERLEEKEDNEEGVYDYENTGRMTQKWIQSGHIATYYTIQDEAYDTTDSLLEENKIYERSRSSDGKSSSQVNRSRHENTSQVPLQESRTRKRRGSRVSQD.... Result: 0 (no interaction).